This data is from Forward reaction prediction with 1.9M reactions from USPTO patents (1976-2016). The task is: Predict the product of the given reaction. (1) Given the reactants C1(CCO)C=CC=CC=1.[CH:10]1[C:22]2[CH:21]([CH2:23][OH:24])[C:20]3C(=CC=CC=3)C=2C=C[CH:11]=1.C1C2C(=CC3C(C=2CO)=CC=CC=3)C=CC=1.Cl[CH2:42][CH2:43][O:44][CH:45]=[CH2:46].C12OC1CCCC2.C1C(C2OC2)CC2OC2C1.C(C1(COCC2(CC)COC2)COC1)C, predict the reaction product. The product is: [CH3:46][C:45]12[O:44][CH:43]1[CH2:42][CH:22]([C:21]1([CH3:20])[O:24][CH2:23]1)[CH2:10][CH2:11]2. (2) Given the reactants [CH3:1][O:2][C:3]1[C:8]([CH3:9])=[CH:7][N:6]=[C:5]([CH:10]=O)[CH:4]=1.C[O-].[Na+].CO.Cl.[NH2:18][CH:19]1[CH2:24][CH2:23][N:22]([CH2:25][CH2:26][N:27]2[C:36]3[C:31](=[N:32][CH:33]=[C:34]([O:37][CH3:38])[CH:35]=3)[CH:30]=[CH:29][C:28]2=[O:39])[CH2:21][CH2:20]1.C([BH3-])#N.[Na+].C(=O)([O-])O.[Na+], predict the reaction product. The product is: [CH3:38][O:37][C:34]1[CH:35]=[C:36]2[C:31]([CH:30]=[CH:29][C:28](=[O:39])[N:27]2[CH2:26][CH2:25][N:22]2[CH2:21][CH2:20][CH:19]([NH:18][CH2:10][C:5]3[CH:4]=[C:3]([O:2][CH3:1])[C:8]([CH3:9])=[CH:7][N:6]=3)[CH2:24][CH2:23]2)=[N:32][CH:33]=1.